Dataset: Full USPTO retrosynthesis dataset with 1.9M reactions from patents (1976-2016). Task: Predict the reactants needed to synthesize the given product. Given the product [C:7]1([C:5]2[NH:6][C:2]([C:27]3[CH:28]=[C:23]([CH:24]=[CH:25][CH:26]=3)[C:21]([OH:22])=[O:20])=[C:3]([C:13]3[CH:18]=[CH:17][N:16]=[CH:15][CH:14]=3)[N:4]=2)[CH:12]=[CH:11][CH:10]=[CH:9][CH:8]=1, predict the reactants needed to synthesize it. The reactants are: Br[C:2]1[NH:6][C:5]([C:7]2[CH:12]=[CH:11][CH:10]=[CH:9][CH:8]=2)=[N:4][C:3]=1[C:13]1[CH:18]=[CH:17][N:16]=[CH:15][CH:14]=1.C[O:20][C:21]([C:23]1[CH:24]=[C:25](B(O)O)[CH:26]=[CH:27][CH:28]=1)=[O:22].C(=O)([O-])[O-].[K+].[K+].[OH-].[K+].Cl.